This data is from Forward reaction prediction with 1.9M reactions from USPTO patents (1976-2016). The task is: Predict the product of the given reaction. (1) Given the reactants [CH3:1][O:2][C:3]1[CH:4]=[C:5]([CH:11]=O)[CH:6]=[C:7]([CH:9]=[O:10])[CH:8]=1.[C:13]([O-])([O-])=O.[K+].[K+].O, predict the reaction product. The product is: [CH3:1][O:2][C:3]1[CH:8]=[C:7]([CH:6]=[C:5]([CH:11]=[CH2:13])[CH:4]=1)[CH:9]=[O:10]. (2) Given the reactants [F:1][C:2]1[CH:3]=[C:4]([C:9]2[CH:14]=[CH:13][C:12](/[CH:15]=[CH:16]/[C:17]([O:19][CH3:20])=[O:18])=[CH:11][CH:10]=2)[CH:5]=[C:6]([F:8])[CH:7]=1, predict the reaction product. The product is: [F:1][C:2]1[CH:3]=[C:4]([C:9]2[CH:10]=[CH:11][C:12]([CH2:15][CH2:16][C:17]([O:19][CH3:20])=[O:18])=[CH:13][CH:14]=2)[CH:5]=[C:6]([F:8])[CH:7]=1. (3) Given the reactants [Cl:1][C:2]1[C:7]([N+:8]([O-])=O)=[CH:6][CH:5]=[CH:4][N:3]=1.[Br-].[CH2:12]1COC[CH2:13]1, predict the reaction product. The product is: [Cl:1][C:2]1[N:3]=[CH:4][CH:5]=[C:6]2[CH:13]=[CH:12][NH:8][C:7]=12. (4) Given the reactants [C:1]([O:4][CH2:5][CH2:6][O:7][C:8]1[CH:13]=[CH:12][C:11]([NH:14][C:15](=[O:25])[CH2:16][NH:17]C(OC(C)(C)C)=O)=[C:10]([O:26][CH3:27])[CH:9]=1)(=[O:3])[CH3:2].[F:28][C:29]([F:34])([F:33])[C:30]([OH:32])=[O:31], predict the reaction product. The product is: [F:28][C:29]([F:34])([F:33])[C:30]([OH:32])=[O:31].[C:1]([O:4][CH2:5][CH2:6][O:7][C:8]1[CH:13]=[CH:12][C:11]([NH:14][C:15](=[O:25])[CH2:16][NH2:17])=[C:10]([O:26][CH3:27])[CH:9]=1)(=[O:3])[CH3:2]. (5) Given the reactants [NH2:1][C:2]1[CH:3]=[C:4]2[C:9](=[CH:10][CH:11]=1)[N:8]=[CH:7][CH:6]=[CH:5]2.[C:12]([OH:16])(=[O:15])[CH:13]=O.[BH3-]C#N.[Na+].[C:21](#N)[CH3:22], predict the reaction product. The product is: [N:8]1[C:9]2[C:4](=[CH:3][C:2]([NH:1][CH2:13][C:12]([O:16][CH2:21][CH3:22])=[O:15])=[CH:11][CH:10]=2)[CH:5]=[CH:6][CH:7]=1. (6) Given the reactants [CH:1]([C:4]1[CH:9]=[CH:8][C:7]([OH:10])=[CH:6][CH:5]=1)([CH3:3])[CH3:2].[C:11]([O-])([O-:13])=[O:12].[K+].[K+].Cl, predict the reaction product. The product is: [OH:10][C:7]1[CH:8]=[CH:9][C:4]([CH:1]([CH3:3])[CH3:2])=[CH:5][C:6]=1[C:11]([OH:13])=[O:12]. (7) Given the reactants [Cl:1][C:2]1[C:3]([CH2:8][NH:9][C:10]([CH:12]2[CH2:22][N:16]3[C:17](=[O:21])[O:18][CH2:19][CH2:20][CH:15]3[CH2:14][CH2:13]2)=O)=[N:4][CH:5]=[CH:6][N:7]=1.P(Cl)(Cl)(Cl)(Cl)Cl.C(Cl)Cl.O, predict the reaction product. The product is: [Cl:1][C:2]1[C:3]2[N:4]([C:10]([CH:12]3[CH2:22][N:16]4[C:17](=[O:21])[O:18][CH2:19][CH2:20][CH:15]4[CH2:14][CH2:13]3)=[N:9][CH:8]=2)[CH:5]=[CH:6][N:7]=1. (8) Given the reactants [Li]CCCC.C[Si](C)(C)N[Si](C)(C)C.[Br:15][C:16]1[CH:17]=[CH:18][C:19]([NH:26][C:27](=[O:36])[CH2:28][C:29]2[CH:34]=[CH:33][CH:32]=[C:31]([Cl:35])[CH:30]=2)=[C:20]([CH:25]=1)[C:21]([O:23]C)=O.Cl, predict the reaction product. The product is: [Br:15][C:16]1[CH:25]=[C:20]2[C:19](=[CH:18][CH:17]=1)[NH:26][C:27](=[O:36])[C:28]([C:29]1[CH:34]=[CH:33][CH:32]=[C:31]([Cl:35])[CH:30]=1)=[C:21]2[OH:23].